From a dataset of Catalyst prediction with 721,799 reactions and 888 catalyst types from USPTO. Predict which catalyst facilitates the given reaction. Reactant: [Cl:1][C:2]1[CH:7]=[CH:6][C:5]([CH:8]([C:26]2[CH:31]=[CH:30][C:29]([Cl:32])=[CH:28][CH:27]=2)[C:9]2[CH:10]=[C:11]3[C:16](=[CH:17][CH:18]=2)[N:15]=[CH:14][N:13]=[C:12]3[NH:19][CH:20]2[CH2:25][CH2:24][NH:23][CH2:22][CH2:21]2)=[CH:4][CH:3]=1.C(N(CC)CC)C.[C:40]([C:42]1[CH:47]=[CH:46][C:45]([S:48](Cl)(=[O:50])=[O:49])=[CH:44][CH:43]=1)#[N:41]. Product: [Cl:1][C:2]1[CH:7]=[CH:6][C:5]([CH:8]([C:26]2[CH:27]=[CH:28][C:29]([Cl:32])=[CH:30][CH:31]=2)[C:9]2[CH:10]=[C:11]3[C:16](=[CH:17][CH:18]=2)[N:15]=[CH:14][N:13]=[C:12]3[NH:19][CH:20]2[CH2:21][CH2:22][N:23]([S:48]([C:45]3[CH:44]=[CH:43][C:42]([C:40]#[N:41])=[CH:47][CH:46]=3)(=[O:50])=[O:49])[CH2:24][CH2:25]2)=[CH:4][CH:3]=1. The catalyst class is: 4.